Dataset: NCI-60 drug combinations with 297,098 pairs across 59 cell lines. Task: Regression. Given two drug SMILES strings and cell line genomic features, predict the synergy score measuring deviation from expected non-interaction effect. (1) Drug 1: CCC1(CC2CC(C3=C(CCN(C2)C1)C4=CC=CC=C4N3)(C5=C(C=C6C(=C5)C78CCN9C7C(C=CC9)(C(C(C8N6C=O)(C(=O)OC)O)OC(=O)C)CC)OC)C(=O)OC)O.OS(=O)(=O)O. Drug 2: CCN(CC)CCCC(C)NC1=C2C=C(C=CC2=NC3=C1C=CC(=C3)Cl)OC. Cell line: NCIH23. Synergy scores: CSS=23.0, Synergy_ZIP=-9.76, Synergy_Bliss=-7.45, Synergy_Loewe=-3.48, Synergy_HSA=-3.23. (2) Drug 1: C1=CC(=CC=C1CCC2=CNC3=C2C(=O)NC(=N3)N)C(=O)NC(CCC(=O)O)C(=O)O. Drug 2: CCC1(CC2CC(C3=C(CCN(C2)C1)C4=CC=CC=C4N3)(C5=C(C=C6C(=C5)C78CCN9C7C(C=CC9)(C(C(C8N6C)(C(=O)OC)O)OC(=O)C)CC)OC)C(=O)OC)O.OS(=O)(=O)O. Cell line: TK-10. Synergy scores: CSS=47.4, Synergy_ZIP=0.801, Synergy_Bliss=-0.293, Synergy_Loewe=-2.00, Synergy_HSA=2.55. (3) Cell line: HOP-62. Synergy scores: CSS=30.5, Synergy_ZIP=-0.109, Synergy_Bliss=2.92, Synergy_Loewe=-11.7, Synergy_HSA=-0.564. Drug 2: C1CN(CCN1C(=O)CCBr)C(=O)CCBr. Drug 1: C1=CC=C(C(=C1)C(C2=CC=C(C=C2)Cl)C(Cl)Cl)Cl. (4) Drug 1: CC1CCC2CC(C(=CC=CC=CC(CC(C(=O)C(C(C(=CC(C(=O)CC(OC(=O)C3CCCCN3C(=O)C(=O)C1(O2)O)C(C)CC4CCC(C(C4)OC)OCCO)C)C)O)OC)C)C)C)OC. Drug 2: CC1=C(N=C(N=C1N)C(CC(=O)N)NCC(C(=O)N)N)C(=O)NC(C(C2=CN=CN2)OC3C(C(C(C(O3)CO)O)O)OC4C(C(C(C(O4)CO)O)OC(=O)N)O)C(=O)NC(C)C(C(C)C(=O)NC(C(C)O)C(=O)NCCC5=NC(=CS5)C6=NC(=CS6)C(=O)NCCC[S+](C)C)O. Cell line: UACC-257. Synergy scores: CSS=2.66, Synergy_ZIP=-1.57, Synergy_Bliss=0.256, Synergy_Loewe=0.252, Synergy_HSA=0.428. (5) Drug 1: COC1=C(C=C2C(=C1)N=CN=C2NC3=CC(=C(C=C3)F)Cl)OCCCN4CCOCC4. Drug 2: C1=CC(=CC=C1C#N)C(C2=CC=C(C=C2)C#N)N3C=NC=N3. Cell line: NCI-H522. Synergy scores: CSS=30.3, Synergy_ZIP=-1.95, Synergy_Bliss=-2.73, Synergy_Loewe=-9.29, Synergy_HSA=-0.213. (6) Drug 1: CN(C)C1=NC(=NC(=N1)N(C)C)N(C)C. Drug 2: C1=NC2=C(N1)C(=S)N=C(N2)N. Cell line: SNB-19. Synergy scores: CSS=2.21, Synergy_ZIP=0.109, Synergy_Bliss=0.494, Synergy_Loewe=-4.70, Synergy_HSA=0.0870. (7) Drug 1: CC1=C2C(C(=O)C3(C(CC4C(C3C(C(C2(C)C)(CC1OC(=O)C(C(C5=CC=CC=C5)NC(=O)OC(C)(C)C)O)O)OC(=O)C6=CC=CC=C6)(CO4)OC(=O)C)O)C)O. Drug 2: C1=NNC2=C1C(=O)NC=N2. Cell line: SN12C. Synergy scores: CSS=-4.26, Synergy_ZIP=1.91, Synergy_Bliss=1.21, Synergy_Loewe=-6.04, Synergy_HSA=-5.90.